Dataset: Reaction yield outcomes from USPTO patents with 853,638 reactions. Task: Predict the reaction yield, written as a fraction of the theoretical maximum amount of product (1.0 means a 100% yield; for example, 0.34 means a 34% yield). (1) The reactants are [Cl:1][C:2]1[CH:3]=[C:4]([C@H:8]([O:20][CH2:21][CH2:22][NH:23][C:24]([O:26][CH3:27])=[O:25])[C:9]2[CH:10]=[C:11]([CH:17]=[CH:18][CH:19]=2)[C:12]([O:14]CC)=[O:13])[CH:5]=[CH:6][CH:7]=1.CO.[OH-].[Na+]. The catalyst is C1COCC1. The product is [Cl:1][C:2]1[CH:3]=[C:4]([C@H:8]([O:20][CH2:21][CH2:22][NH:23][C:24]([O:26][CH3:27])=[O:25])[C:9]2[CH:10]=[C:11]([CH:17]=[CH:18][CH:19]=2)[C:12]([OH:14])=[O:13])[CH:5]=[CH:6][CH:7]=1. The yield is 1.00. (2) The reactants are [Br:1][C:2]1[CH:11]=[C:10]2[C:5]([N:6]=[C:7](Cl)[C:8]3[N:9]2[CH:12]=[CH:13][N:14]=3)=[CH:4][C:3]=1[C:16]([F:19])([F:18])[F:17].[CH2:20]([CH2:23][OH:24])[CH2:21][NH2:22]. The catalyst is O1CCOCC1. The product is [Br:1][C:2]1[CH:11]=[C:10]2[C:5]([N:6]=[C:7]([NH:22][CH2:21][CH2:20][CH2:23][OH:24])[C:8]3[N:9]2[CH:12]=[CH:13][N:14]=3)=[CH:4][C:3]=1[C:16]([F:19])([F:18])[F:17]. The yield is 0.889. (3) The reactants are Cl[C:2]1[N:7]=[C:6]([C:8]([O:10][CH3:11])=[O:9])[CH:5]=[C:4]([N:12]2[C:16]([CH3:17])=[CH:15][CH:14]=[N:13]2)[N:3]=1.[Br:18][C:19]1[CH:20]=[C:21](B(O)O)[CH:22]=[CH:23][C:24]=1[F:25]. No catalyst specified. The product is [Br:18][C:19]1[CH:20]=[C:21]([C:2]2[N:7]=[C:6]([C:8]([O:10][CH3:11])=[O:9])[CH:5]=[C:4]([N:12]3[C:16]([CH3:17])=[CH:15][CH:14]=[N:13]3)[N:3]=2)[CH:22]=[CH:23][C:24]=1[F:25]. The yield is 0.260. (4) The reactants are C(OC([NH:8][C:9]1([CH3:25])[CH2:14][CH2:13][N:12]([C:15]2[CH:20]=[CH:19][C:18]([C:21]([F:24])([F:23])[F:22])=[CH:17][N:16]=2)[CH2:11][CH2:10]1)=O)(C)(C)C.FC(F)(F)C(O)=O. The catalyst is ClCCl. The product is [NH2:8][C:9]1([CH3:25])[CH2:14][CH2:13][N:12]([C:15]2[CH:20]=[CH:19][C:18]([C:21]([F:24])([F:23])[F:22])=[CH:17][N:16]=2)[CH2:11][CH2:10]1. The yield is 0.740. (5) The reactants are [CH3:1][O:2][CH2:3][CH2:4][N:5]1[CH2:10][CH2:9][C:8]([CH2:12][O:13][C:14]2[C:22]3[C:21]4[CH:23]=[C:24]([C:27]#[N:28])[N:25]=[CH:26][C:20]=4[N:19](COCC[Si](C)(C)C)[C:18]=3[N:17]=[CH:16][CH:15]=2)([CH3:11])[CH2:7][CH2:6]1.Br.[OH-].[Na+].Cl. The catalyst is O1CCOCC1. The product is [CH3:1][O:2][CH2:3][CH2:4][N:5]1[CH2:10][CH2:9][C:8]([CH2:12][O:13][C:14]2[C:22]3[C:21]4[CH:23]=[C:24]([C:27]#[N:28])[N:25]=[CH:26][C:20]=4[NH:19][C:18]=3[N:17]=[CH:16][CH:15]=2)([CH3:11])[CH2:7][CH2:6]1. The yield is 0.250. (6) The reactants are C([O:5][C:6](=[O:17])/[CH:7]=[C:8](/[C:10]1[CH:15]=[CH:14][CH:13]=[C:12]([Br:16])[CH:11]=1)\[CH3:9])(C)(C)C. The catalyst is C(Cl)Cl. The product is [Br:16][C:12]1[CH:11]=[C:10](/[C:8](/[CH3:9])=[CH:7]/[C:6]([OH:17])=[O:5])[CH:15]=[CH:14][CH:13]=1. The yield is 0.380.